Dataset: Forward reaction prediction with 1.9M reactions from USPTO patents (1976-2016). Task: Predict the product of the given reaction. Given the reactants [ClH:1].[CH2:2]([N:9]1[CH2:14][CH2:13][CH:12]([C:15](OCC)=O)[C:11](=O)[CH2:10]1)[C:3]1[CH:8]=[CH:7][CH:6]=[CH:5][CH:4]=1.[CH3:21][C:22]([C:25]([NH2:27])=[NH:26])([CH3:24])[CH3:23].Cl.[O-]CC.[Na+], predict the reaction product. The product is: [CH2:2]([N:9]1[CH2:14][CH2:13][C:12]2[C:15]([Cl:1])=[N:27][C:25]([C:22]([CH3:24])([CH3:23])[CH3:21])=[N:26][C:11]=2[CH2:10]1)[C:3]1[CH:4]=[CH:5][CH:6]=[CH:7][CH:8]=1.